The task is: Regression. Given two drug SMILES strings and cell line genomic features, predict the synergy score measuring deviation from expected non-interaction effect.. This data is from NCI-60 drug combinations with 297,098 pairs across 59 cell lines. (1) Drug 1: CCC(=C(C1=CC=CC=C1)C2=CC=C(C=C2)OCCN(C)C)C3=CC=CC=C3.C(C(=O)O)C(CC(=O)O)(C(=O)O)O. Drug 2: CC1C(C(CC(O1)OC2CC(CC3=C2C(=C4C(=C3O)C(=O)C5=C(C4=O)C(=CC=C5)OC)O)(C(=O)CO)O)N)O.Cl. Cell line: MOLT-4. Synergy scores: CSS=52.9, Synergy_ZIP=3.34, Synergy_Bliss=1.77, Synergy_Loewe=-31.6, Synergy_HSA=1.40. (2) Drug 1: C1=CN(C(=O)N=C1N)C2C(C(C(O2)CO)O)O.Cl. Drug 2: C1=CC=C(C=C1)NC(=O)CCCCCCC(=O)NO. Cell line: HL-60(TB). Synergy scores: CSS=34.9, Synergy_ZIP=-3.27, Synergy_Bliss=-2.93, Synergy_Loewe=-16.3, Synergy_HSA=-10.1. (3) Drug 1: CC(CN1CC(=O)NC(=O)C1)N2CC(=O)NC(=O)C2. Drug 2: CC(C1=C(C=CC(=C1Cl)F)Cl)OC2=C(N=CC(=C2)C3=CN(N=C3)C4CCNCC4)N. Cell line: SK-OV-3. Synergy scores: CSS=4.31, Synergy_ZIP=-3.18, Synergy_Bliss=-3.19, Synergy_Loewe=-4.71, Synergy_HSA=-2.79. (4) Drug 1: CCC1=CC2CC(C3=C(CN(C2)C1)C4=CC=CC=C4N3)(C5=C(C=C6C(=C5)C78CCN9C7C(C=CC9)(C(C(C8N6C)(C(=O)OC)O)OC(=O)C)CC)OC)C(=O)OC.C(C(C(=O)O)O)(C(=O)O)O. Drug 2: CC1=C(C(=CC=C1)Cl)NC(=O)C2=CN=C(S2)NC3=CC(=NC(=N3)C)N4CCN(CC4)CCO. Cell line: OVCAR-4. Synergy scores: CSS=39.3, Synergy_ZIP=-0.902, Synergy_Bliss=2.30, Synergy_Loewe=4.02, Synergy_HSA=5.57. (5) Drug 1: CCC1=C2CN3C(=CC4=C(C3=O)COC(=O)C4(CC)O)C2=NC5=C1C=C(C=C5)O. Drug 2: C1=CC=C(C(=C1)C(C2=CC=C(C=C2)Cl)C(Cl)Cl)Cl. Cell line: A498. Synergy scores: CSS=10.2, Synergy_ZIP=-3.07, Synergy_Bliss=-1.13, Synergy_Loewe=-3.20, Synergy_HSA=-3.18. (6) Drug 1: CC1=C2C(C(=O)C3(C(CC4C(C3C(C(C2(C)C)(CC1OC(=O)C(C(C5=CC=CC=C5)NC(=O)C6=CC=CC=C6)O)O)OC(=O)C7=CC=CC=C7)(CO4)OC(=O)C)O)C)OC(=O)C. Drug 2: CC1C(C(CC(O1)OC2CC(CC3=C2C(=C4C(=C3O)C(=O)C5=C(C4=O)C(=CC=C5)OC)O)(C(=O)CO)O)N)O.Cl. Cell line: MDA-MB-231. Synergy scores: CSS=20.7, Synergy_ZIP=-9.17, Synergy_Bliss=-7.65, Synergy_Loewe=-7.62, Synergy_HSA=-4.71. (7) Drug 1: CC1=C2C(C(=O)C3(C(CC4C(C3C(C(C2(C)C)(CC1OC(=O)C(C(C5=CC=CC=C5)NC(=O)OC(C)(C)C)O)O)OC(=O)C6=CC=CC=C6)(CO4)OC(=O)C)O)C)O. Drug 2: COC1=C2C(=CC3=C1OC=C3)C=CC(=O)O2. Synergy scores: CSS=2.36, Synergy_ZIP=-3.01, Synergy_Bliss=-6.10, Synergy_Loewe=-13.1, Synergy_HSA=-7.64. Cell line: TK-10. (8) Drug 1: C1=CC(=C(C=C1I)F)NC2=C(C=CC(=C2F)F)C(=O)NOCC(CO)O. Drug 2: CC1CCC2CC(C(=CC=CC=CC(CC(C(=O)C(C(C(=CC(C(=O)CC(OC(=O)C3CCCCN3C(=O)C(=O)C1(O2)O)C(C)CC4CCC(C(C4)OC)OP(=O)(C)C)C)C)O)OC)C)C)C)OC. Cell line: HT29. Synergy scores: CSS=65.2, Synergy_ZIP=2.30, Synergy_Bliss=1.54, Synergy_Loewe=5.45, Synergy_HSA=8.17. (9) Drug 1: CN(C)C1=NC(=NC(=N1)N(C)C)N(C)C. Drug 2: CCCCCOC(=O)NC1=NC(=O)N(C=C1F)C2C(C(C(O2)C)O)O. Cell line: A498. Synergy scores: CSS=7.50, Synergy_ZIP=-0.409, Synergy_Bliss=1.16, Synergy_Loewe=-8.15, Synergy_HSA=-3.54. (10) Drug 1: C1CN(CCN1C(=O)CCBr)C(=O)CCBr. Drug 2: C1CN(P(=O)(OC1)NCCCl)CCCl. Cell line: HS 578T. Synergy scores: CSS=20.2, Synergy_ZIP=-8.34, Synergy_Bliss=-6.25, Synergy_Loewe=-9.32, Synergy_HSA=-4.87.